Dataset: Reaction yield outcomes from USPTO patents with 853,638 reactions. Task: Predict the reaction yield, written as a fraction of the theoretical maximum amount of product (1.0 means a 100% yield; for example, 0.34 means a 34% yield). The reactants are [CH3:1][C@@H:2]1[CH2:6][CH2:5][C:4](=C(C)C)[CH:3]1[C:10]([O:12][CH2:13][CH3:14])=[O:11].C(=O)=[O:16].C(O)(C)C. The catalyst is C(OCC)(=O)C. The product is [CH3:1][C@@H:2]1[CH2:6][CH2:5][C:4](=[O:16])[CH:3]1[C:10]([O:12][CH2:13][CH3:14])=[O:11]. The yield is 0.960.